This data is from Reaction yield outcomes from USPTO patents with 853,638 reactions. The task is: Predict the reaction yield, written as a fraction of the theoretical maximum amount of product (1.0 means a 100% yield; for example, 0.34 means a 34% yield). (1) The reactants are [CH3:1][C:2]1([C:5]2[CH:14]=[CH:13][C:12]3[C:7](=[CH:8][CH:9]=[C:10]([C:15]([O:17]C)=[O:16])[CH:11]=3)[N:6]=2)[CH2:4][CH2:3]1.[OH-].[Na+]. The catalyst is CO. The product is [CH3:1][C:2]1([C:5]2[CH:14]=[CH:13][C:12]3[C:7](=[CH:8][CH:9]=[C:10]([C:15]([OH:17])=[O:16])[CH:11]=3)[N:6]=2)[CH2:3][CH2:4]1. The yield is 0.840. (2) The reactants are [CH:1]([C:3]1[CH:4]=[CH:5][C:6]2[N:7]([C:9]([CH2:12][NH:13]C(=O)OC(C)(C)C)=[N:10][N:11]=2)[N:8]=1)=[CH2:2].C[C:22]1(C)[C:26]([CH3:28])([CH3:27])OB(C=C)[O:23]1.ClC1C=CC2[N:37](C(CNC(=O)OC(C)(C)C)=NN=2)N=1.C(=O)([O-])[O-].[Cs+].[Cs+]. The catalyst is O1CCOCC1.C1C=CC(P(C2C=CC=CC=2)[C-]2C=CC=C2)=CC=1.C1C=CC(P(C2C=CC=CC=2)[C-]2C=CC=C2)=CC=1.Cl[Pd]Cl.[Fe+2].C(Cl)Cl.O. The product is [CH:26]1([C:22]2[O:23][N:37]=[C:1]([C:3]3[CH:4]=[CH:5][C:6]4[N:7]([C:9]([CH2:12][NH2:13])=[N:10][N:11]=4)[N:8]=3)[CH:2]=2)[CH2:28][CH2:27]1. The yield is 0.950. (3) The reactants are [C:1]([C:3]1[CH:8]=[CH:7][C:6]([C:9]2[CH:10]=[N:11][N:12]([C:15]3[CH:23]=[CH:22][C:18]([C:19]([OH:21])=O)=[CH:17][N:16]=3)[C:13]=2[OH:14])=[C:5]([CH3:24])[CH:4]=1)#[N:2].C(Cl)CCl.C1C=CC2N(O)N=NC=2C=1.CCN(C(C)C)C(C)C.[CH2:48]1[NH:53][CH2:52][CH2:51][N:50]2[CH2:54][CH2:55][CH2:56][CH:49]12. The catalyst is CN(C=O)C. The product is [OH:14][C:13]1[N:12]([C:15]2[CH:23]=[CH:22][C:18]([C:19]([N:53]3[CH2:52][CH2:51][N:50]4[CH2:54][CH2:55][CH2:56][CH:49]4[CH2:48]3)=[O:21])=[CH:17][N:16]=2)[N:11]=[CH:10][C:9]=1[C:6]1[CH:7]=[CH:8][C:3]([C:1]#[N:2])=[CH:4][C:5]=1[CH3:24]. The yield is 0.386. (4) The reactants are [CH2:1]([C@H:4]1[C:7](=[O:8])[N:6]([Si:9]([C:12]([CH3:15])([CH3:14])[CH3:13])([CH3:11])[CH3:10])[C@@H:5]1[C:16]([OH:18])=[O:17])[CH:2]=[CH2:3].CCN=C=NCCCN(C)C.Cl.[CH3:31][O:32][C:33]1[CH:40]=[CH:39][C:36]([CH2:37]O)=[CH:35][CH:34]=1. The catalyst is CN(C1C=CN=CC=1)C.ClCCl. The product is [CH3:31][O:32][C:33]1[CH:40]=[CH:39][C:36]([CH2:37][O:17][C:16]([C@@H:5]2[C@@H:4]([CH2:1][CH:2]=[CH2:3])[C:7](=[O:8])[N:6]2[Si:9]([C:12]([CH3:13])([CH3:14])[CH3:15])([CH3:10])[CH3:11])=[O:18])=[CH:35][CH:34]=1. The yield is 0.490.